Task: Predict which catalyst facilitates the given reaction.. Dataset: Catalyst prediction with 721,799 reactions and 888 catalyst types from USPTO (1) Reactant: FC1C=CC(C2C(OC(C)C)=NC=C(C=2)C(O)=O)=CC=1.[F:21][C:22]1[CH:27]=[CH:26][C:25]([C:28]2[C:33](=[O:34])[N:32]([CH:35]([CH3:37])[CH3:36])[CH:31]=[C:30]([C:38]([OH:40])=O)[CH:29]=2)=[CH:24][CH:23]=1.[CH3:41][C:42]1[N:46]=[C:45]([C@H:47]([NH2:49])[CH3:48])[O:44][N:43]=1.CN(C(ON1N=NC2C=CC=NC1=2)=[N+](C)C)C.F[P-](F)(F)(F)(F)F.C(N(C(C)C)CC)(C)C.Cl. Product: [F:21][C:22]1[CH:23]=[CH:24][C:25]([C:28]2[C:33](=[O:34])[N:32]([CH:35]([CH3:36])[CH3:37])[CH:31]=[C:30]([C:38]([NH:49][C@@H:47]([C:45]3[O:44][N:43]=[C:42]([CH3:41])[N:46]=3)[CH3:48])=[O:40])[CH:29]=2)=[CH:26][CH:27]=1. The catalyst class is: 3. (2) Reactant: C([O:8][C:9]1[CH:10]=[C:11]([CH:32]=[CH:33][C:34]=1[CH3:35])[C:12]([NH:14][C:15]1[CH:20]=[C:19]([C:21]([CH3:24])([CH3:23])[CH3:22])[CH:18]=[C:17]([NH:25][S:26]([CH3:29])(=[O:28])=[O:27])[C:16]=1[O:30][CH3:31])=[O:13])C1C=CC=CC=1.[H][H]. Product: [C:21]([C:19]1[CH:18]=[C:17]([NH:25][S:26]([CH3:29])(=[O:28])=[O:27])[C:16]([O:30][CH3:31])=[C:15]([NH:14][C:12](=[O:13])[C:11]2[CH:32]=[CH:33][C:34]([CH3:35])=[C:9]([OH:8])[CH:10]=2)[CH:20]=1)([CH3:24])([CH3:22])[CH3:23]. The catalyst class is: 541.